Dataset: Reaction yield outcomes from USPTO patents with 853,638 reactions. Task: Predict the reaction yield, written as a fraction of the theoretical maximum amount of product (1.0 means a 100% yield; for example, 0.34 means a 34% yield). (1) The reactants are [NH2:1][C@@H:2]([CH2:33][C:34]1[CH:39]=[CH:38][CH:37]=[CH:36][CH:35]=1)[C@@H:3]([OH:32])[CH2:4][C@@H:5]([NH:19][C:20]([C@@H:22]([NH:27][C:28](=[O:31])[O:29][CH3:30])[C:23]([CH3:26])([CH3:25])[CH3:24])=[O:21])[CH2:6][C:7]1[CH:12]=[CH:11][C:10]([C:13]2[CH:18]=[CH:17][CH:16]=[CH:15][N:14]=2)=[CH:9][CH:8]=1.[CH3:40][C:41]([CH3:61])([CH3:60])[C@H:42]([N:46]1[CH2:50][CH2:49][N:48]([CH2:51][C:52]2[CH:57]=[CH:56][CH:55]=[C:54]([CH3:58])[CH:53]=2)[C:47]1=[O:59])[C:43](O)=[O:44].CCOP(ON1N=NC2C=CC=CC=2C1=O)(OCC)=O.C(N(CC)C(C)C)(C)C. The catalyst is C1COCC1. The product is [CH3:40][C:41]([CH3:61])([CH3:60])[C@H:42]([N:46]1[CH2:50][CH2:49][N:48]([CH2:51][C:52]2[CH:57]=[CH:56][CH:55]=[C:54]([CH3:58])[CH:53]=2)[C:47]1=[O:59])[C:43]([NH:1][C@@H:2]([CH2:33][C:34]1[CH:35]=[CH:36][CH:37]=[CH:38][CH:39]=1)[C@@H:3]([OH:32])[CH2:4][C@@H:5]([NH:19][C:20]([C@@H:22]([NH:27][C:28](=[O:31])[O:29][CH3:30])[C:23]([CH3:26])([CH3:25])[CH3:24])=[O:21])[CH2:6][C:7]1[CH:12]=[CH:11][C:10]([C:13]2[CH:18]=[CH:17][CH:16]=[CH:15][N:14]=2)=[CH:9][CH:8]=1)=[O:44]. The yield is 0.440. (2) The reactants are Br[C:2]1[CH:3]=[C:4]([NH:10][C:11]2[CH:21]=[C:14]3[CH2:15][N:16]([CH3:20])[C:17](=[O:19])[CH2:18][N:13]3[N:12]=2)[C:5](=[O:9])[N:6]([CH3:8])[CH:7]=1.[C:22]([O:25][CH2:26][C:27]1[C:28]([N:42]2[CH2:53][CH2:52][N:51]3[C:44](=[CH:45][C:46]4[CH2:47][C:48]([CH3:55])([CH3:54])[CH2:49][C:50]=43)[C:43]2=[O:56])=[N:29][CH:30]=[CH:31][C:32]=1B1OC(C)(C)C(C)(C)O1)(=[O:24])[CH3:23].[O-]P([O-])([O-])=O.[K+].[K+].[K+].C([O-])(=O)C.[Na+]. The catalyst is C1C=CC(P(C2C=CC=CC=2)[C-]2C=CC=C2)=CC=1.C1C=CC(P(C2C=CC=CC=2)[C-]2C=CC=C2)=CC=1.Cl[Pd]Cl.[Fe+2].O.C(#N)C. The product is [C:22]([O:25][CH2:26][C:27]1[C:28]([N:42]2[CH2:53][CH2:52][N:51]3[C:44](=[CH:45][C:46]4[CH2:47][C:48]([CH3:55])([CH3:54])[CH2:49][C:50]=43)[C:43]2=[O:56])=[N:29][CH:30]=[CH:31][C:32]=1[C:2]1[CH:3]=[C:4]([NH:10][C:11]2[CH:21]=[C:14]3[CH2:15][N:16]([CH3:20])[C:17](=[O:19])[CH2:18][N:13]3[N:12]=2)[C:5](=[O:9])[N:6]([CH3:8])[CH:7]=1)(=[O:24])[CH3:23]. The yield is 0.490. (3) The reactants are Cl[C:2]1[C:3]([C:8]2[NH:12][C:11]3[CH:13]=[CH:14][CH:15]=[CH:16][C:10]=3[N:9]=2)=[N:4][CH:5]=[CH:6][N:7]=1.[CH3:17][NH:18][CH3:19]. The catalyst is CCO. The product is [CH3:17][N:18]([CH3:19])[C:2]1[C:3]([C:8]2[NH:12][C:11]3[CH:13]=[CH:14][CH:15]=[CH:16][C:10]=3[N:9]=2)=[N:4][CH:5]=[CH:6][N:7]=1. The yield is 1.00. (4) The reactants are [N:1]1[N:5]2[CH2:6][CH2:7][CH2:8][CH2:9][C:4]2=[C:3]([C:10]([OH:12])=O)[CH:2]=1.[NH2:13][C@@H:14]([CH3:30])[CH2:15][N:16]1[CH:20]=[CH:19][C:18]([C:21]2[CH:28]=[CH:27][C:24]([C:25]#[N:26])=[C:23]([Cl:29])[CH:22]=2)=[N:17]1. No catalyst specified. The product is [Cl:29][C:23]1[CH:22]=[C:21]([C:18]2[CH:19]=[CH:20][N:16]([CH2:15][C@@H:14]([NH:13][C:10]([C:3]3[CH:2]=[N:1][N:5]4[CH2:6][CH2:7][CH2:8][CH2:9][C:4]=34)=[O:12])[CH3:30])[N:17]=2)[CH:28]=[CH:27][C:24]=1[C:25]#[N:26]. The yield is 0.555. (5) The reactants are [NH2:1][C:2]1[N:3]([CH3:24])[C:4](=[O:23])[C:5]2([N:22]=1)[CH:18]1[CH:13]([CH2:14][CH2:15][C:16]([F:20])([F:19])[CH2:17]1)[O:12][C:11]1[C:6]2=[CH:7][C:8](Br)=[CH:9][CH:10]=1.[F:25][C:26]1[C:31](B(O)O)=[CH:30][CH:29]=[CH:28][N:27]=1.C([O-])([O-])=O.[Na+].[Na+].O1CCOCC1. The catalyst is C1C=CC([P]([Pd]([P](C2C=CC=CC=2)(C2C=CC=CC=2)C2C=CC=CC=2)([P](C2C=CC=CC=2)(C2C=CC=CC=2)C2C=CC=CC=2)[P](C2C=CC=CC=2)(C2C=CC=CC=2)C2C=CC=CC=2)(C2C=CC=CC=2)C2C=CC=CC=2)=CC=1. The product is [NH2:1][C:2]1[N:3]([CH3:24])[C:4](=[O:23])[C:5]2([N:22]=1)[CH:18]1[CH:13]([CH2:14][CH2:15][C:16]([F:20])([F:19])[CH2:17]1)[O:12][C:11]1[C:6]2=[CH:7][C:8]([C:31]2[C:26]([F:25])=[N:27][CH:28]=[CH:29][CH:30]=2)=[CH:9][CH:10]=1. The yield is 0.447. (6) The reactants are [Cl:1][C:2]1[CH:7]=[CH:6][C:5]([C:8]2[C:9]3[C:25]([CH3:26])=[C:24]([CH3:27])[S:23][C:10]=3[C:11]3[C:21]([CH3:22])=[N:20][O:19][C:12]=3[C@H:13]([CH2:15][C:16](=S)[NH2:17])[N:14]=2)=[CH:4][CH:3]=1.CO[CH:30](OC)[CH2:31][NH2:32]. The catalyst is CC#N.Cl[Hg]Cl. The product is [NH:32]1[CH:31]=[CH:30][N:17]=[C:16]1[CH2:15][C@H:13]1[C:12]2[O:19][N:20]=[C:21]([CH3:22])[C:11]=2[C:10]2[S:23][C:24]([CH3:27])=[C:25]([CH3:26])[C:9]=2[C:8]([C:5]2[CH:6]=[CH:7][C:2]([Cl:1])=[CH:3][CH:4]=2)=[N:14]1. The yield is 0.0620. (7) The reactants are [Br:1][C:2]1[C:3]([F:10])=[N:4][CH:5]=[C:6]([CH2:8]Br)[CH:7]=1.[CH3:11][O:12][C:13]1[CH:20]=[CH:19][C:16]([CH2:17][OH:18])=[CH:15][CH:14]=1.[Al]. The catalyst is CC#N.[I-].C([N+](CCCC)(CCCC)CCCC)CCC.[Ag-]=O. The product is [Br:1][C:2]1[C:3]([F:10])=[N:4][CH:5]=[C:6]([CH2:8][O:18][CH2:17][C:16]2[CH:19]=[CH:20][C:13]([O:12][CH3:11])=[CH:14][CH:15]=2)[CH:7]=1. The yield is 0.240. (8) The catalyst is O. The yield is 0.920. The product is [NH2:23][C:4]1[C:3]([F:16])=[C:2]([NH2:1])[C:11]([N+:12]([O-:14])=[O:13])=[CH:10][C:5]=1[C:6]([O:8][CH3:9])=[O:7]. The reactants are [NH2:1][C:2]1[C:11]([N+:12]([O-:14])=[O:13])=[CH:10][C:5]([C:6]([O:8][CH3:9])=[O:7])=[C:4](F)[C:3]=1[F:16].O1CCOCC1.[NH3:23]. (9) The reactants are [Cl:1][C:2]1[N:3]=[C:4]([N:11]2[CH2:16][CH2:15][O:14][CH2:13][CH2:12]2)[C:5]2[O:10][CH:9]=[CH:8][C:6]=2[N:7]=1.C([Li])CCC.[I:22]I. The catalyst is C1COCC1. The product is [Cl:1][C:2]1[N:3]=[C:4]([N:11]2[CH2:16][CH2:15][O:14][CH2:13][CH2:12]2)[C:5]2[O:10][C:9]([I:22])=[CH:8][C:6]=2[N:7]=1. The yield is 0.830. (10) The reactants are [F:1][C:2]1[CH:7]=C(C)[CH:5]=[CH:4][C:3]=1[N+:9]([O-:11])=[O:10].[Cr](O[Cr]([O-])(=O)=O)([O-])(=O)=O.[K+].[K+].S(=O)(=O)(O)O.[C:28]([OH:31])(=[O:30])[CH3:29]. No catalyst specified. The product is [F:1][C:2]1[CH:7]=[C:29]([CH:5]=[CH:4][C:3]=1[N+:9]([O-:11])=[O:10])[C:28]([OH:31])=[O:30]. The yield is 0.830.